Dataset: NCI-60 drug combinations with 297,098 pairs across 59 cell lines. Task: Regression. Given two drug SMILES strings and cell line genomic features, predict the synergy score measuring deviation from expected non-interaction effect. Drug 1: CC(C1=C(C=CC(=C1Cl)F)Cl)OC2=C(N=CC(=C2)C3=CN(N=C3)C4CCNCC4)N. Drug 2: C1CNP(=O)(OC1)N(CCCl)CCCl. Cell line: SNB-75. Synergy scores: CSS=4.55, Synergy_ZIP=-0.822, Synergy_Bliss=0.253, Synergy_Loewe=-0.305, Synergy_HSA=-0.267.